Dataset: Reaction yield outcomes from USPTO patents with 853,638 reactions. Task: Predict the reaction yield, written as a fraction of the theoretical maximum amount of product (1.0 means a 100% yield; for example, 0.34 means a 34% yield). The reactants are Br[C:2]1[CH:3]=[C:4]([CH:12]=[CH:13][CH:14]=1)[C:5]([N:7]([CH2:10][CH3:11])[CH2:8][CH3:9])=[O:6].[N:15]1[CH:20]=[CH:19][C:18](B(O)O)=[CH:17][CH:16]=1.C(=O)([O-])[O-].[Na+].[Na+].C(OCC)(=O)C. The catalyst is O1CCCC1.C1C=CC([P]([Pd]([P](C2C=CC=CC=2)(C2C=CC=CC=2)C2C=CC=CC=2)([P](C2C=CC=CC=2)(C2C=CC=CC=2)C2C=CC=CC=2)[P](C2C=CC=CC=2)(C2C=CC=CC=2)C2C=CC=CC=2)(C2C=CC=CC=2)C2C=CC=CC=2)=CC=1. The product is [CH2:8]([N:7]([CH2:10][CH3:11])[C:5](=[O:6])[C:4]1[CH:12]=[CH:13][CH:14]=[C:2]([C:18]2[CH:19]=[CH:20][N:15]=[CH:16][CH:17]=2)[CH:3]=1)[CH3:9]. The yield is 0.688.